This data is from Experimentally validated miRNA-target interactions with 360,000+ pairs, plus equal number of negative samples. The task is: Binary Classification. Given a miRNA mature sequence and a target amino acid sequence, predict their likelihood of interaction. The miRNA is hsa-miR-302b-3p with sequence UAAGUGCUUCCAUGUUUUAGUAG. The protein sequence of the target gene is MHNFEEELTCPICYSIFEDPRVLPCSHTFCRNCLENILQASGNFYIWRPLRIPLKCPNCRSITEIAPTGIESLPVNFALRAIIEKYQQEDHPDIVTCPEHYRQPLNVYCLLDKKLVCGHCLTIGQHHGHPIDDLQSAYLKEKDTPQKLLEQLTDTHWTDLTHLIEKLKEQKSHSEKMIQGDKEAVLQYFKELNDTLEQKKKSFLTALCDVGNLINQEYTPQIERMKEIREQQLELMALTISLQEESPLKFLEKVDDVRQHVQILKQRPLPEVQPVEIYPRVSKILKEEWSRTEIGQIKNV.... Result: 0 (no interaction).